This data is from Full USPTO retrosynthesis dataset with 1.9M reactions from patents (1976-2016). The task is: Predict the reactants needed to synthesize the given product. (1) Given the product [F:23][C:17]1[C:18]([F:22])=[CH:19][CH:20]=[CH:21][C:16]=1[CH2:15][S:14][C:4]1[N:3]=[C:2]([NH:10][C@H:9]([CH3:12])[CH2:8][OH:13])[C:11]2[N:10]=[C:9]([CH3:12])[C:8](=[O:13])[NH:7][C:6]=2[N:5]=1, predict the reactants needed to synthesize it. The reactants are: Br[C:2]1[C:11]2[N:10]=[C:9]([CH3:12])[C:8](=[O:13])[NH:7][C:6]=2[N:5]=[C:4]([S:14][CH2:15][C:16]2[CH:21]=[CH:20][CH:19]=[C:18]([F:22])[C:17]=2[F:23])[N:3]=1. (2) Given the product [CH3:43][O:44][C:45]1[CH:46]=[C:47]([NH:48][C:7]([CH:5]2[CH2:4][NH:3][C:2](=[O:1])[NH:6]2)=[O:9])[CH:49]=[CH:50][C:51]=1[C:52]1[O:56][CH:55]=[N:54][CH:53]=1, predict the reactants needed to synthesize it. The reactants are: [O:1]=[C:2]1[NH:6][CH:5]([C:7]([OH:9])=O)[CH2:4][NH:3]1.C(N(CC)C(C)C)(C)C.CN(C(ON1N=NC2C=CC=NC1=2)=[N+](C)C)C.F[P-](F)(F)(F)(F)F.[CH3:43][O:44][C:45]1[CH:46]=[C:47]([CH:49]=[CH:50][C:51]=1[C:52]1[O:56][CH:55]=[N:54][CH:53]=1)[NH2:48]. (3) Given the product [CH2:1]([O:3][C:4](=[O:16])[CH2:5][O:6][C:7]1[CH:12]=[CH:11][CH:10]=[C:9]([NH2:13])[CH:8]=1)[CH3:2], predict the reactants needed to synthesize it. The reactants are: [CH2:1]([O:3][C:4](=[O:16])[CH2:5][O:6][C:7]1[CH:12]=[CH:11][CH:10]=[C:9]([N+:13]([O-])=O)[CH:8]=1)[CH3:2].